This data is from Full USPTO retrosynthesis dataset with 1.9M reactions from patents (1976-2016). The task is: Predict the reactants needed to synthesize the given product. (1) Given the product [Br:1][C:2]1[CH:7]=[CH:6][C:5]([C@@H:8]([C:20]2[CH:25]=[CH:24][CH:23]=[CH:22][C:21]=2[CH3:26])[CH2:9][C:10]([C:12]2[CH:13]=[N:14][C:15](=[O:18])[NH:16][CH:17]=2)=[O:11])=[CH:4][CH:3]=1, predict the reactants needed to synthesize it. The reactants are: [Br:1][C:2]1[CH:7]=[CH:6][C:5]([C@@H:8]([C:20]2[CH:25]=[CH:24][CH:23]=[CH:22][C:21]=2[CH3:26])[CH2:9][C:10]([C:12]2[CH:13]=[N:14][C:15]([O:18]C)=[N:16][CH:17]=2)=[O:11])=[CH:4][CH:3]=1.Cl.C(=O)([O-])O.[Na+].C(OCC)(=O)C. (2) Given the product [O:3]=[C:4]1[NH:13][C:12]2[C:7](=[CH:8][C:9]([C:14]3[CH:15]=[CH:16][C:17]([C:20]([F:23])([F:22])[F:21])=[CH:18][CH:19]=3)=[CH:10][CH:11]=2)[N:6]([CH2:24][C:25]([OH:27])=[O:26])[CH2:5]1, predict the reactants needed to synthesize it. The reactants are: [OH-].[Na+].[O:3]=[C:4]1[NH:13][C:12]2[C:7](=[CH:8][C:9]([C:14]3[CH:19]=[CH:18][C:17]([C:20]([F:23])([F:22])[F:21])=[CH:16][CH:15]=3)=[CH:10][CH:11]=2)[N:6]([CH2:24][C:25]([O:27]C)=[O:26])[CH2:5]1.Cl.O. (3) Given the product [CH2:22]([S:25][CH2:26][C:27]1[C:36]2[C:31](=[CH:32][CH:33]=[C:34]([C:37]3[CH:42]=[CH:41][S:14][CH:38]=3)[CH:35]=2)[NH:30][C:29]([CH3:49])([CH3:50])[CH:28]=1)[CH:23]=[CH2:24], predict the reactants needed to synthesize it. The reactants are: CC1(C)C=C(C)C2C(=CC=C(O[S:14](C(F)(F)F)(=O)=O)C=2)N1.[CH2:22]([S:25][CH2:26][C:27]1[C:36]2[C:31](=[CH:32][CH:33]=[C:34]([C:37]3[CH:42]=[CH:41]C=C[C:38]=3C3C=CC=CC=3)[CH:35]=2)[NH:30][C:29]([CH3:50])([CH3:49])[CH:28]=1)[CH:23]=[CH2:24].C1(C2C=CC=CC=2)C(B(O)O)=CC=CC=1.C(S)C=C. (4) Given the product [C:1]([C:5]1[CH:6]=[C:7]([NH:28][C:29]([NH:31][C@@H:32]2[C:41]3[C:36](=[CH:37][CH:38]=[CH:39][CH:40]=3)[C@H:35]([O:42][C:43]3[CH:44]=[CH:45][C:46]4[N:47]([C:49]([N:52]5[CH2:57][CH2:56][CH2:55][CH2:54][CH2:53]5)=[N:50][N:51]=4)[CH:48]=3)[CH2:34][CH2:33]2)=[O:30])[N:8]([C:10]2[CH:15]=[CH:14][C:13]([Cl:16])=[C:12]([O:17][CH2:18][CH:73]([OH:65])[CH3:74])[CH:11]=2)[N:9]=1)([CH3:3])([CH3:2])[CH3:4], predict the reactants needed to synthesize it. The reactants are: [C:1]([C:5]1[CH:6]=[C:7]([NH:28][C:29]([NH:31][C@@H:32]2[C:41]3[C:36](=[CH:37][CH:38]=[CH:39][CH:40]=3)[C@H:35]([O:42][C:43]3[CH:44]=[CH:45][C:46]4[N:47]([C:49]([N:52]5[CH2:57][CH2:56][CH2:55][CH2:54][CH2:53]5)=[N:50][N:51]=4)[CH:48]=3)[CH2:34][CH2:33]2)=[O:30])[N:8]([C:10]2[CH:15]=[CH:14][C:13]([Cl:16])=[C:12]([O:17][CH2:18]CCOC3CCCCO3)[CH:11]=2)[N:9]=1)([CH3:4])([CH3:3])[CH3:2].C1(C)C=CC(S([O-])(=O)=[O:65])=CC=1.[NH+]1[CH:74]=[CH:73]C=CC=1. (5) Given the product [CH3:22][O:21][C:19]([C:17]1[CH:16]=[C:15]([C:12]2[CH:13]=[CH:14][C:9]([O:8][CH2:1][C:2]3[CH:7]=[CH:6][CH:5]=[CH:4][CH:3]=3)=[CH:10][CH:11]=2)[NH:27][N:26]=1)=[O:20], predict the reactants needed to synthesize it. The reactants are: [CH2:1]([O:8][C:9]1[CH:14]=[CH:13][C:12]([C:15](=O)[CH:16]=[C:17]([C:19]([O:21][CH3:22])=[O:20])[O-])=[CH:11][CH:10]=1)[C:2]1[CH:7]=[CH:6][CH:5]=[CH:4][CH:3]=1.[Na+].Cl.[NH2:26][NH2:27].CO.